This data is from Forward reaction prediction with 1.9M reactions from USPTO patents (1976-2016). The task is: Predict the product of the given reaction. (1) Given the reactants C(OCC)(=O)C.FC(F)(F)C(O)=O.[F:14][C:15]1[CH:38]=[CH:37][C:18]([NH:19][C:20]2[CH:28]=[C:27]([C:29]3[CH:30]=[CH:31][C:32]([O:35][CH3:36])=[N:33][CH:34]=3)[CH:26]=[CH:25][C:21]=2[C:22]([OH:24])=[O:23])=[CH:17][CH:16]=1.C(=O)([O-])O.[Na+], predict the reaction product. The product is: [F:14][C:15]1[CH:38]=[CH:37][C:18]([NH:19][C:20]2[CH:28]=[C:27]([C:29]3[CH:30]=[CH:31][C:32]([O:35][CH3:36])=[N:33][CH:34]=3)[CH:26]=[CH:25][C:21]=2[C:22]([OH:24])=[O:23])=[CH:17][CH:16]=1. (2) Given the reactants [C:1]12([CH2:11][O:12][C:13]3[C:21]([CH:22]4[CH2:24][CH2:23]4)=[CH:20][C:16]([C:17]([OH:19])=O)=[C:15]([F:25])[CH:14]=3)[CH2:10][CH:5]3[CH2:6][CH:7]([CH2:9][CH:3]([CH2:4]3)[CH2:2]1)[CH2:8]2.C(N=C=NCCCN(C)C)C.[C:37]([CH:39]1[CH2:42][N:41]([S:43]([NH2:46])(=[O:45])=[O:44])[CH2:40]1)#[N:38], predict the reaction product. The product is: [C:1]12([CH2:11][O:12][C:13]3[C:21]([CH:22]4[CH2:23][CH2:24]4)=[CH:20][C:16]([C:17]([NH:46][S:43]([N:41]4[CH2:42][CH:39]([C:37]#[N:38])[CH2:40]4)(=[O:45])=[O:44])=[O:19])=[C:15]([F:25])[CH:14]=3)[CH2:2][CH:3]3[CH2:9][CH:7]([CH2:6][CH:5]([CH2:4]3)[CH2:10]1)[CH2:8]2. (3) Given the reactants [S:1]1[CH:5]=[CH:4][CH:3]=[C:2]1[C:6]1[CH:10]=[CH:9][NH:8][N:7]=1.C1C(=O)N([Cl:18])C(=O)C1, predict the reaction product. The product is: [Cl:18][C:10]1[C:6]([C:2]2[S:1][CH:5]=[CH:4][CH:3]=2)=[N:7][NH:8][CH:9]=1. (4) Given the reactants [OH:1][C:2]1[CH:3]=[C:4]([CH:7]=[CH:8][CH:9]=1)[CH:5]=O.[CH3:10][C:11]([CH3:13])=[O:12].[OH-:14].[Na+].Cl, predict the reaction product. The product is: [OH:1][C:2]1[CH:3]=[C:4]([CH:5]=[CH:7][C:8](=[O:14])[CH:9]=[CH:2][C:3]2[CH:4]=[CH:5][CH:13]=[C:11]([OH:12])[CH:10]=2)[CH:7]=[CH:8][CH:9]=1. (5) Given the reactants [Br:1][C:2]1[CH:7]=[CH:6][C:5]([CH:8]([CH2:20][CH2:21][CH3:22])[CH2:9][C:10]([C:12]2[CH:13]=[CH:14][C:15](=[O:19])[N:16]([CH3:18])[CH:17]=2)=O)=[CH:4][CH:3]=1.Cl.[NH2:24][OH:25].C([O-])(O)=O.[Na+], predict the reaction product. The product is: [Br:1][C:2]1[CH:7]=[CH:6][C:5]([CH:8]([CH2:20][CH2:21][CH3:22])[CH2:9]/[C:10](/[C:12]2[CH:13]=[CH:14][C:15](=[O:19])[N:16]([CH3:18])[CH:17]=2)=[N:24]\[OH:25])=[CH:4][CH:3]=1. (6) Given the reactants [Br:1][C:2]1[CH:11]=[CH:10][C:9]([C:12]([F:15])([F:14])[F:13])=[CH:8][C:3]=1[CH2:4][NH:5][CH2:6][CH3:7].C(N(CC)CC)C.[CH2:23]([N:30]=[C:31]=[O:32])[C:24]1[CH:29]=[CH:28][CH:27]=[CH:26][CH:25]=1.O, predict the reaction product. The product is: [CH2:23]([NH:30][C:31](=[O:32])[N:5]([CH2:4][C:3]1[CH:8]=[C:9]([C:12]([F:13])([F:14])[F:15])[CH:10]=[CH:11][C:2]=1[Br:1])[CH2:6][CH3:7])[C:24]1[CH:29]=[CH:28][CH:27]=[CH:26][CH:25]=1. (7) Given the reactants [CH3:1][NH:2][S:3]([C:6]1[CH:7]=[C:8]([CH:12]=[CH:13][CH:14]=1)[C:9]([OH:11])=[O:10])(=[O:5])=[O:4].S(=O)(=O)(O)O.[CH3:20]O, predict the reaction product. The product is: [CH3:1][NH:2][S:3]([C:6]1[CH:7]=[C:8]([CH:12]=[CH:13][CH:14]=1)[C:9]([O:11][CH3:20])=[O:10])(=[O:4])=[O:5]. (8) Given the reactants [C:1]([C:5]1[N:13]=[C:12]2[C:8]([N:9]=[CH:10][N:11]2[CH2:14][C:15]2[C:20]([Cl:21])=[CH:19][CH:18]=[CH:17][N:16]=2)=[C:7](Cl)[N:6]=1)([CH3:4])([CH3:3])[CH3:2].[NH:23]1[CH2:27][CH2:26][CH2:25][C@@H:24]1[CH2:28][OH:29], predict the reaction product. The product is: [C:1]([C:5]1[N:13]=[C:12]2[C:8]([N:9]=[CH:10][N:11]2[CH2:14][C:15]2[C:20]([Cl:21])=[CH:19][CH:18]=[CH:17][N:16]=2)=[C:7]([N:23]2[CH2:27][CH2:26][CH2:25][C@@H:24]2[CH2:28][OH:29])[N:6]=1)([CH3:4])([CH3:3])[CH3:2]. (9) Given the reactants [NH2:1][C:2]1[CH:24]=[CH:23][C:5]2[CH2:6][CH2:7][C:8]3[C:9]([C:20]([NH2:22])=[O:21])=[N:10][N:11]([C:13]4[CH:18]=[CH:17][C:16](Br)=[CH:15][CH:14]=4)[C:12]=3[C:4]=2[CH:3]=1.[Si]([C:32]#[CH:33])(C(C)(C)C)(C)C.[Cl:34][C:35]1[N:42]=[CH:41][CH:40]=[CH:39][C:36]=1[CH2:37]Cl.[F-].C([N+](CCCC)(CCCC)CCCC)CCC.[Cl-].[NH4+].CN(C=[O:67])C.C(N(CC)CC)C, predict the reaction product. The product is: [Cl:34][C:35]1[C:36]([C:37]([NH:1][C:2]2[CH:24]=[CH:23][C:5]3[CH2:6][CH2:7][C:8]4[C:9]([C:20]([NH2:22])=[O:21])=[N:10][N:11]([C:13]5[CH:18]=[CH:17][C:16]([C:32]#[CH:33])=[CH:15][CH:14]=5)[C:12]=4[C:4]=3[CH:3]=2)=[O:67])=[CH:39][CH:40]=[CH:41][N:42]=1. (10) Given the reactants [OH:1][C:2]1[CH:11]=[C:10]2[C:5]([C:6]([O:12][C:13]3[CH:18]=[CH:17][C:16]([NH:19][C:20](=[O:27])[C:21]4[CH:26]=[CH:25][CH:24]=[CH:23][CH:22]=4)=[CH:15][CH:14]=3)=[CH:7][CH:8]=[N:9]2)=[CH:4][C:3]=1[O:28][CH3:29].[C:30]12([O:37][C:38](=[O:51])[C@@H:39]([NH:43][C:44]([O:46][C:47]([CH3:50])([CH3:49])[CH3:48])=[O:45])[CH2:40][CH2:41]Br)[CH2:36][CH:33]([CH2:34][CH2:35]1)[CH2:32][CH2:31]2.C([O-])([O-])=O.[K+].[K+], predict the reaction product. The product is: [C:30]12([O:37][C:38](=[O:51])[C@@H:39]([NH:43][C:44]([O:46][C:47]([CH3:50])([CH3:49])[CH3:48])=[O:45])[CH2:40][CH2:41][O:1][C:2]3[CH:11]=[C:10]4[C:5]([C:6]([O:12][C:13]5[CH:14]=[CH:15][C:16]([NH:19][C:20](=[O:27])[C:21]6[CH:26]=[CH:25][CH:24]=[CH:23][CH:22]=6)=[CH:17][CH:18]=5)=[CH:7][CH:8]=[N:9]4)=[CH:4][C:3]=3[O:28][CH3:29])[CH2:36][CH:33]([CH2:32][CH2:31]1)[CH2:34][CH2:35]2.